This data is from Forward reaction prediction with 1.9M reactions from USPTO patents (1976-2016). The task is: Predict the product of the given reaction. Given the reactants [CH:1]1([N:6]2[CH2:12][C:11]([F:14])([F:13])[C:10](=[O:15])[N:9]([CH3:16])[C:8]3[CH:17]=[N:18][C:19]([NH:21][C:22]4[CH:30]=[CH:29][C:25]([C:26]([OH:28])=O)=[C:24]([O:31][CH3:32])[CH:23]=4)=[N:20][C:7]2=3)[CH2:5][CH2:4][CH2:3][CH2:2]1.CN(C(ON1N=NC2C=CC=NC1=2)=[N+](C)C)C.F[P-](F)(F)(F)(F)F.[CH3:57][N:58]1[CH2:63][CH2:62][CH:61]([NH2:64])[CH2:60][CH2:59]1, predict the reaction product. The product is: [CH:1]1([N:6]2[CH2:12][C:11]([F:14])([F:13])[C:10](=[O:15])[N:9]([CH3:16])[C:8]3[CH:17]=[N:18][C:19]([NH:21][C:22]4[CH:30]=[CH:29][C:25]([C:26]([NH:64][CH:61]5[CH2:62][CH2:63][N:58]([CH3:57])[CH2:59][CH2:60]5)=[O:28])=[C:24]([O:31][CH3:32])[CH:23]=4)=[N:20][C:7]2=3)[CH2:2][CH2:3][CH2:4][CH2:5]1.